This data is from Peptide-MHC class I binding affinity with 185,985 pairs from IEDB/IMGT. The task is: Regression. Given a peptide amino acid sequence and an MHC pseudo amino acid sequence, predict their binding affinity value. This is MHC class I binding data. (1) The binding affinity (normalized) is 0. The MHC is HLA-A29:02 with pseudo-sequence HLA-A29:02. The peptide sequence is EEKAFSPEV. (2) The peptide sequence is RVHFHRFMY. The MHC is HLA-A69:01 with pseudo-sequence HLA-A69:01. The binding affinity (normalized) is 0.0847. (3) The peptide sequence is AYISSEATTPV. The MHC is HLA-A32:01 with pseudo-sequence HLA-A32:01. The binding affinity (normalized) is 0.